From a dataset of Reaction yield outcomes from USPTO patents with 853,638 reactions. Predict the reaction yield, written as a fraction of the theoretical maximum amount of product (1.0 means a 100% yield; for example, 0.34 means a 34% yield). (1) The product is [CH3:35][NH:34][C:32]([C:28]1[CH:27]=[C:26]([O:25][C:24]2[CH:36]=[CH:14][C:15]([NH:11][C:9]([NH:8][C:5]3[CH:6]=[CH:7][C:2]([Cl:1])=[C:3]([C:16]([F:17])([F:18])[F:19])[CH:4]=3)=[O:10])=[CH:22][CH:23]=2)[CH:31]=[CH:30][N:29]=1)=[O:33]. The catalyst is ClCCCl. The reactants are [Cl:1][C:2]1[CH:7]=[CH:6][C:5]([NH:8][C:9]([N:11]2[CH:15]=[CH:14]N=C2)=[O:10])=[CH:4][C:3]=1[C:16]([F:19])([F:18])[F:17].NC1C=[CH:36][C:24]([O:25][C:26]2[CH:31]=[CH:30][N:29]=[C:28]([C:32]([NH:34][CH3:35])=[O:33])[CH:27]=2)=[CH:23][CH:22]=1. The yield is 0.930. (2) The yield is 0.900. The reactants are [OH:1][C:2]12[CH2:11][CH:6]3[CH2:7][CH:8]([CH2:10][C:4]([CH2:12][OH:13])([CH2:5]3)[CH2:3]1)[CH2:9]2.[C:14](Cl)(=[O:17])[CH:15]=[CH2:16].C(N(CC)CC)C. The catalyst is O1CCOCC1. The product is [OH:1][C:2]12[CH2:11][CH:6]3[CH2:7][CH:8]([CH2:10][C:4]([CH2:12][O:13][C:14](=[O:17])[CH:15]=[CH2:16])([CH2:5]3)[CH2:3]1)[CH2:9]2. (3) The reactants are [NH2:1][CH:2]([C:20]1[CH:25]=[CH:24][C:23]([F:26])=[CH:22][CH:21]=1)[C:3]1[N:12]=[C:11]([NH:13][C:14]2[CH:18]=[C:17]([CH3:19])[NH:16][N:15]=2)[C:10]2[C:5](=[CH:6][CH:7]=[CH:8][CH:9]=2)[N:4]=1.C[CH2:28][OH:29]. The catalyst is C(OCC)=O. The product is [F:26][C:23]1[CH:22]=[CH:21][C:20]([CH:2]([C:3]2[N:12]=[C:11]([NH:13][C:14]3[CH:18]=[C:17]([CH3:19])[NH:16][N:15]=3)[C:10]3[C:5](=[CH:6][CH:7]=[CH:8][CH:9]=3)[N:4]=2)[NH:1][CH:28]=[O:29])=[CH:25][CH:24]=1. The yield is 0.0800. (4) The reactants are [F:1][C:2]([F:7])([F:6])[C:3]([OH:5])=[O:4].[I:8][C:9]1[S:10][C:11]2[CH:17]=[CH:16][CH:15]=[C:14]([O:18][C:19]3[CH:24]=[C:23]([C:25]4[CH:30]=[CH:29][C:28]([C:31]([F:34])([F:33])[F:32])=[CH:27][CH:26]=4)[N:22]=[CH:21][N:20]=3)[C:12]=2[N:13]=1.FC(F)(F)C(O)=O.[F:42][C:43]([F:67])([F:66])[C:44]1[CH:49]=[CH:48][C:47]([C:50]2[N:55]=[CH:54][N:53]=[C:52]([O:56][C:57]3[C:62]4[N:63]=[CH:64][S:65][C:61]=4[CH:60]=[CH:59][CH:58]=3)[CH:51]=2)=[CH:46][CH:45]=1.FC(F)(F)C1C=CC(C2N=CN=C(OC3C4N=C(N)SC=4C=CC=3)C=2)=CC=1.N(OCCC(C)C)=O.[I-].[Cs+]. The catalyst is [Cu]I.COCCOC. The product is [C:3]([OH:5])([C:2]([F:7])([F:6])[F:1])=[O:4].[I:8][C:9]1[S:10][C:11]2[CH:17]=[CH:16][CH:15]=[C:14]([O:18][C:19]3[CH:24]=[C:23]([C:25]4[CH:26]=[CH:27][C:28]([C:31]([F:34])([F:32])[F:33])=[CH:29][CH:30]=4)[N:22]=[CH:21][N:20]=3)[C:12]=2[N:13]=1.[F:66][C:43]([F:42])([F:67])[C:44]1[CH:49]=[CH:48][C:47]([C:50]2[N:55]=[CH:54][N:53]=[C:52]([O:56][C:57]3[C:62]4[N:63]=[CH:64][S:65][C:61]=4[CH:60]=[CH:59][CH:58]=3)[CH:51]=2)=[CH:46][CH:45]=1. The yield is 0.00100. (5) The reactants are [Br:1][C:2]1[CH:10]=[C:9]2[C:5]([CH2:6][C:7]3([CH2:14][N:13]([C:15]([O:17][C:18]([CH3:21])([CH3:20])[CH3:19])=[O:16])[CH2:12]3)[C:8]2=O)=[CH:4][CH:3]=1.[CH3:22][Si:23]([CH3:31])([CH3:30])[CH2:24][CH2:25][S:26]([NH2:29])(=[O:28])=[O:27]. The catalyst is ClCCCl. The product is [Br:1][C:2]1[CH:10]=[C:9]2[C:5]([CH2:6][C:7]3([CH2:14][N:13]([C:15]([O:17][C:18]([CH3:21])([CH3:20])[CH3:19])=[O:16])[CH2:12]3)[C:8]2=[N:29][S:26]([CH2:25][CH2:24][Si:23]([CH3:31])([CH3:30])[CH3:22])(=[O:28])=[O:27])=[CH:4][CH:3]=1. The yield is 0.960. (6) The reactants are FC(F)(F)S(O[C:7]1[CH:12]=[CH:11][C:10]([N+:13]([O-:15])=[O:14])=[CH:9][C:8]=1[NH:16][C:17](=[O:21])[CH2:18][CH2:19][CH3:20])(=O)=O.C(N(CC)CC)C.[C:31]1([C:37]#[CH:38])[CH:36]=[CH:35][CH:34]=[CH:33][CH:32]=1.[Cl-].[NH4+]. The catalyst is C(#N)C.[I-].C([N+](CCCC)(CCCC)CCCC)CCC.C1C=CC([P]([Pd]([P](C2C=CC=CC=2)(C2C=CC=CC=2)C2C=CC=CC=2)([P](C2C=CC=CC=2)(C2C=CC=CC=2)C2C=CC=CC=2)[P](C2C=CC=CC=2)(C2C=CC=CC=2)C2C=CC=CC=2)(C2C=CC=CC=2)C2C=CC=CC=2)=CC=1.[Cu](I)I. The product is [N+:13]([C:10]1[CH:11]=[CH:12][C:7]([C:38]#[C:37][C:31]2[CH:36]=[CH:35][CH:34]=[CH:33][CH:32]=2)=[C:8]([NH:16][C:17](=[O:21])[CH2:18][CH2:19][CH3:20])[CH:9]=1)([O-:15])=[O:14]. The yield is 0.780.